This data is from Full USPTO retrosynthesis dataset with 1.9M reactions from patents (1976-2016). The task is: Predict the reactants needed to synthesize the given product. (1) The reactants are: [Br:1][C:2]1[C:3]([C:9]2[CH:15]=[CH:14][C:12]([NH2:13])=[CH:11][CH:10]=2)=[N:4][N:5]([CH2:7][CH3:8])[CH:6]=1.[CH3:16][NH:17][CH3:18].[O:19]1[CH2:23]CCC1. Given the product [Br:1][C:2]1[C:3]([C:9]2[CH:15]=[CH:14][C:12]([NH:13][C:23](=[O:19])[N:17]([CH3:18])[CH3:16])=[CH:11][CH:10]=2)=[N:4][N:5]([CH2:7][CH3:8])[CH:6]=1, predict the reactants needed to synthesize it. (2) Given the product [N:15]([C:12]1[CH:13]=[CH:14][C:9]([N:6]2[CH2:7][CH2:8][CH:3]([N:2]([CH3:18])[CH3:1])[CH2:4][CH2:5]2)=[CH:10][CH:11]=1)=[C:19]=[S:20], predict the reactants needed to synthesize it. The reactants are: [CH3:1][N:2]([CH3:18])[CH:3]1[CH2:8][CH2:7][N:6]([C:9]2[CH:14]=[CH:13][C:12]([N+:15]([O-])=O)=[CH:11][CH:10]=2)[CH2:5][CH2:4]1.[C:19](C1NC=CN=1)(C1NC=CN=1)=[S:20].O. (3) Given the product [CH3:17][O:18][C:19]1[CH:26]=[C:25]([O:27][CH3:28])[CH:24]=[CH:23][C:20]=1[CH2:21][NH:2][C:1]1[C:3]2[C:4](=[CH:5][CH:6]=[C:7]([N+:9]([O-:11])=[O:10])[CH:8]=2)[N:12]=[CH:13][N:14]=1, predict the reactants needed to synthesize it. The reactants are: [C:1]([C:3]1[CH:8]=[C:7]([N+:9]([O-:11])=[O:10])[CH:6]=[CH:5][C:4]=1/[N:12]=[CH:13]/[N:14](C)C)#[N:2].[CH3:17][O:18][C:19]1[CH:26]=[C:25]([O:27][CH3:28])[CH:24]=[CH:23][C:20]=1[CH2:21]N.C(O)(=O)C. (4) Given the product [C:1]([O:7][C:8]1[CH:13]=[C:12]([O:14][CH2:15][CH2:16][O:17][CH3:18])[CH:11]=[C:10]([CH2:19][Cl:36])[CH:9]=1)(=[O:6])[C:2]([CH3:5])([CH3:4])[CH3:3], predict the reactants needed to synthesize it. The reactants are: [C:1]([O:7][C:8]1[CH:13]=[C:12]([O:14][CH2:15][CH2:16][O:17][CH3:18])[CH:11]=[C:10]([CH:19]=O)[CH:9]=1)(=[O:6])[C:2]([CH3:5])([CH3:4])[CH3:3].[BH4-].[Na+].CCN(C(C)C)C(C)C.CS([Cl:36])(=O)=O.[Cl-].[K+]. (5) Given the product [Br:1][C:2]1[S:14][C:5]2=[N:6][C:7]([Cl:13])=[C:8]([C:10](=[O:12])[CH3:11])[CH:9]=[C:4]2[CH:3]=1, predict the reactants needed to synthesize it. The reactants are: [Br:1][C:2]1[S:14][C:5]2=[N:6][C:7]([Cl:13])=[C:8]([CH:10]([OH:12])[CH3:11])[CH:9]=[C:4]2[CH:3]=1.C(OCC)(=O)C. (6) Given the product [C:9]([C:11]1[CH:12]=[CH:13][C:14]([C@@H:20]2[C:25]([C:26]#[N:27])=[C:24]([CH3:28])[N:23]([C:29]3[CH:34]=[CH:33][CH:32]=[C:31]([C:35]([F:38])([F:37])[F:36])[CH:30]=3)[C:22](=[O:39])[N:21]2[CH3:40])=[C:15]([S:17]([CH2:3][C:4]2[N:5]=[CH:6][S:7][CH:8]=2)(=[O:19])=[O:18])[CH:16]=1)#[N:10], predict the reactants needed to synthesize it. The reactants are: Cl.Cl[CH2:3][C:4]1[N:5]=[CH:6][S:7][CH:8]=1.[C:9]([C:11]1[CH:12]=[CH:13][C:14]([C@@H:20]2[C:25]([C:26]#[N:27])=[C:24]([CH3:28])[N:23]([C:29]3[CH:34]=[CH:33][CH:32]=[C:31]([C:35]([F:38])([F:37])[F:36])[CH:30]=3)[C:22](=[O:39])[N:21]2[CH3:40])=[C:15]([S:17]([O-:19])=[O:18])[CH:16]=1)#[N:10].[Na+].C(=O)([O-])[O-].[K+].[K+].[I-].[K+].C1OCCOCCOCCOCCOCCOC1.